Dataset: Full USPTO retrosynthesis dataset with 1.9M reactions from patents (1976-2016). Task: Predict the reactants needed to synthesize the given product. Given the product [Cl:1][C:2]1[CH:3]=[C:4]2[C:8](=[C:9]([CH2:11][O:12][C:13]3[CH:18]=[CH:17][C:16]([CH2:19][CH2:20][C:21]([OH:23])=[O:22])=[C:15]([CH3:26])[C:14]=3[CH3:27])[CH:10]=1)[N:7]([CH3:28])[N:6]=[CH:5]2, predict the reactants needed to synthesize it. The reactants are: [Cl:1][C:2]1[CH:3]=[C:4]2[C:8](=[C:9]([CH2:11][O:12][C:13]3[CH:18]=[CH:17][C:16]([CH2:19][CH2:20][C:21]([O:23]CC)=[O:22])=[C:15]([CH3:26])[C:14]=3[CH3:27])[CH:10]=1)[N:7]([CH3:28])[N:6]=[CH:5]2.[OH-].[K+].C1COCC1.Cl.